From a dataset of Choline transporter screen with 302,306 compounds. Binary Classification. Given a drug SMILES string, predict its activity (active/inactive) in a high-throughput screening assay against a specified biological target. (1) The drug is O=c1n(c2cc(N3CCCC3)c(NC(=O)c3cc(OCC)c(OCC)c(OCC)c3)cc2n1C)C. The result is 0 (inactive). (2) The compound is S=c1n(\N=C\c2occc2)c(n[nH]1)C1CCCCC1. The result is 0 (inactive).